This data is from CYP3A4 inhibition data for predicting drug metabolism from PubChem BioAssay. The task is: Regression/Classification. Given a drug SMILES string, predict its absorption, distribution, metabolism, or excretion properties. Task type varies by dataset: regression for continuous measurements (e.g., permeability, clearance, half-life) or binary classification for categorical outcomes (e.g., BBB penetration, CYP inhibition). Dataset: cyp3a4_veith. (1) The molecule is CCOC(=O)/C(=C/Nc1ccccc1)[N+](=O)[O-]. The result is 0 (non-inhibitor). (2) The molecule is CCc1nc(N[C@H](C(=O)O)C(C)CC)c2oc3ccccc3c2n1. The result is 0 (non-inhibitor).